Dataset: Catalyst prediction with 721,799 reactions and 888 catalyst types from USPTO. Task: Predict which catalyst facilitates the given reaction. (1) Reactant: [Cl:1][C:2]1[CH:7]=[C:6]([NH:8][C:9]2[N:14]=[CH:13][N:12]=[C:11](NC(C3CC3)=O)[CH:10]=2)[C:5](=O)[N:4]2[C:22]([C:27]3C=[CH:31][CH:30]=[C:29](F)[CH:28]=3)(C)[NH:23][C:24](=[O:25])[C:3]=12.C(N(CC)CC)C.Cl.[CH3:42][O:43][NH2:44]. Product: [Cl:1][C:2]1[CH:7]=[C:6]([NH:8][C:9]2[CH:10]=[CH:11][N:12]=[CH:13][N:14]=2)[C:5](=[N:44][O:43][CH3:42])[N:4]2[C:22]3([CH2:31][CH2:30][CH2:29][CH2:28][CH2:27]3)[NH:23][C:24](=[O:25])[C:3]=12. The catalyst class is: 22. (2) Reactant: [F:1][C:2]1[CH:7]=[CH:6][C:5]([SH:8])=[CH:4][CH:3]=1.[Br:9][CH2:10][CH2:11][CH2:12]Br.C([O-])([O-])=O.[K+].[K+]. Product: [Br:9][CH2:10][CH2:11][CH2:12][S:8][C:5]1[CH:6]=[CH:7][C:2]([F:1])=[CH:3][CH:4]=1. The catalyst class is: 23. (3) Reactant: [Br:1][C:2]1[CH:3]=[C:4]([CH2:8][CH2:9][C:10]([OH:12])=O)[CH:5]=[CH:6][CH:7]=1.[CH:13]1([NH2:16])[CH2:15][CH2:14]1.C(N(CC)CC)C. Product: [Br:1][C:2]1[CH:3]=[C:4]([CH2:8][CH2:9][C:10]([NH:16][CH:13]2[CH2:15][CH2:14]2)=[O:12])[CH:5]=[CH:6][CH:7]=1. The catalyst class is: 820.